Dataset: Reaction yield outcomes from USPTO patents with 853,638 reactions. Task: Predict the reaction yield, written as a fraction of the theoretical maximum amount of product (1.0 means a 100% yield; for example, 0.34 means a 34% yield). The reactants are [C:1]([N:8]1[CH2:11][CH:10]([NH2:12])[CH2:9]1)([O:3][C:4]([CH3:7])([CH3:6])[CH3:5])=[O:2].[CH:13](=O)[C:14]1[CH:19]=[CH:18][CH:17]=[CH:16][CH:15]=1.C(O[BH-](OC(=O)C)OC(=O)C)(=O)C.[Na+]. The catalyst is C(Cl)Cl. The product is [CH2:13]([NH:12][CH:10]1[CH2:11][N:8]([C:1]([O:3][C:4]([CH3:7])([CH3:6])[CH3:5])=[O:2])[CH2:9]1)[C:14]1[CH:19]=[CH:18][CH:17]=[CH:16][CH:15]=1. The yield is 0.720.